Dataset: Peptide-MHC class II binding affinity with 134,281 pairs from IEDB. Task: Regression. Given a peptide amino acid sequence and an MHC pseudo amino acid sequence, predict their binding affinity value. This is MHC class II binding data. (1) The binding affinity (normalized) is 0.388. The peptide sequence is MSGRKAQGKTLGVNM. The MHC is DRB1_0701 with pseudo-sequence DRB1_0701. (2) The peptide sequence is AMRVTKDTNDNNLYK. The MHC is DRB1_0901 with pseudo-sequence DRB1_0901. The binding affinity (normalized) is 0.0552.